This data is from Peptide-MHC class I binding affinity with 185,985 pairs from IEDB/IMGT. The task is: Regression. Given a peptide amino acid sequence and an MHC pseudo amino acid sequence, predict their binding affinity value. This is MHC class I binding data. The peptide sequence is QANSDLGTW. The MHC is Mamu-A70103 with pseudo-sequence Mamu-A70103. The binding affinity (normalized) is 0.0718.